From a dataset of Merck oncology drug combination screen with 23,052 pairs across 39 cell lines. Regression. Given two drug SMILES strings and cell line genomic features, predict the synergy score measuring deviation from expected non-interaction effect. (1) Cell line: UWB1289BRCA1. Drug 2: NC1(c2ccc(-c3nc4ccn5c(=O)[nH]nc5c4cc3-c3ccccc3)cc2)CCC1. Drug 1: O=S1(=O)NC2(CN1CC(F)(F)F)C1CCC2Cc2cc(C=CCN3CCC(C(F)(F)F)CC3)ccc2C1. Synergy scores: synergy=19.5. (2) Drug 1: O=C(NOCC(O)CO)c1ccc(F)c(F)c1Nc1ccc(I)cc1F. Drug 2: COC1CC2CCC(C)C(O)(O2)C(=O)C(=O)N2CCCCC2C(=O)OC(C(C)CC2CCC(OP(C)(C)=O)C(OC)C2)CC(=O)C(C)C=C(C)C(O)C(OC)C(=O)C(C)CC(C)C=CC=CC=C1C. Cell line: HT144. Synergy scores: synergy=40.0. (3) Drug 1: Cn1nnc2c(C(N)=O)ncn2c1=O. Drug 2: C#Cc1cccc(Nc2ncnc3cc(OCCOC)c(OCCOC)cc23)c1. Cell line: OV90. Synergy scores: synergy=-0.249. (4) Drug 1: CCN(CC)CCNC(=O)c1c(C)[nH]c(C=C2C(=O)Nc3ccc(F)cc32)c1C. Drug 2: COC1CC2CCC(C)C(O)(O2)C(=O)C(=O)N2CCCCC2C(=O)OC(C(C)CC2CCC(OP(C)(C)=O)C(OC)C2)CC(=O)C(C)C=C(C)C(O)C(OC)C(=O)C(C)CC(C)C=CC=CC=C1C. Cell line: SKMEL30. Synergy scores: synergy=27.1.